This data is from TCR-epitope binding with 47,182 pairs between 192 epitopes and 23,139 TCRs. The task is: Binary Classification. Given a T-cell receptor sequence (or CDR3 region) and an epitope sequence, predict whether binding occurs between them. (1) The epitope is RLFRKSNLK. The TCR CDR3 sequence is CSATSRASAIEQYF. Result: 0 (the TCR does not bind to the epitope). (2) The epitope is KAFSPEVIPMF. The TCR CDR3 sequence is CASSDHVRQGGNQPQHF. Result: 0 (the TCR does not bind to the epitope). (3) The epitope is LLWNGPMAV. The TCR CDR3 sequence is CASSLEGQGAPGQPQHF. Result: 1 (the TCR binds to the epitope).